Task: Predict the reactants needed to synthesize the given product.. Dataset: Full USPTO retrosynthesis dataset with 1.9M reactions from patents (1976-2016) (1) Given the product [CH3:1][C:2]1[C:6]2[C:7](=[O:18])[N:8]([CH2:11][CH2:12][N:13]3[CH2:14][CH2:15][CH2:16][CH2:17]3)[CH2:9][CH2:10][C:5]=2[NH:4][C:3]=1[CH:19]=[C:29]1[C:28]2[C:32](=[CH:33][CH:34]=[CH:35][C:27]=2[C:24]2[CH:23]=[CH:22][N:21]=[CH:26][CH:25]=2)[NH:31][C:30]1=[O:36], predict the reactants needed to synthesize it. The reactants are: [CH3:1][C:2]1[C:6]2[C:7](=[O:18])[N:8]([CH2:11][CH2:12][N:13]3[CH2:17][CH2:16][CH2:15][CH2:14]3)[CH2:9][CH2:10][C:5]=2[NH:4][C:3]=1[CH:19]=O.[N:21]1[CH:26]=[CH:25][C:24]([C:27]2[CH:35]=[CH:34][CH:33]=[C:32]3[C:28]=2[CH2:29][C:30](=[O:36])[NH:31]3)=[CH:23][CH:22]=1. (2) Given the product [CH3:1][O:2][C:3]1[CH:4]=[C:5]([NH:9][C:24](=[O:25])[CH2:23][CH2:19][C:20]([O:21][CH2:15][CH3:16])=[O:30])[CH:6]=[CH:7][CH:8]=1, predict the reactants needed to synthesize it. The reactants are: [CH3:1][O:2][C:3]1[CH:8]=[CH:7][CH:6]=[C:5]([NH2:9])[CH:4]=1.CCN([CH2:15][CH3:16])CC.C([CH:19]([CH2:23][C:24](Cl)=[O:25])[C:20](Cl)=[O:21])C.C1C[O:30]CC1. (3) Given the product [C:1]([C:3]1[C:4]([N:22]2[CH2:27][CH2:26][CH:25]([C:28](=[O:29])[NH:36][S:33]([N:32]([CH3:31])[C:37]3[CH:42]=[CH:41][CH:40]=[CH:39][CH:38]=3)(=[O:35])=[O:34])[CH2:24][CH2:23]2)=[N:5][C:6]([CH2:15][N:16]2[CH2:20][CH2:19][CH2:18][C:17]2=[O:21])=[C:7]([CH:8]=1)[C:9]([O:11][CH:12]([CH3:13])[CH3:14])=[O:10])#[N:2], predict the reactants needed to synthesize it. The reactants are: [C:1]([C:3]1[C:4]([N:22]2[CH2:27][CH2:26][CH:25]([C:28](O)=[O:29])[CH2:24][CH2:23]2)=[N:5][C:6]([CH2:15][N:16]2[CH2:20][CH2:19][CH2:18][C:17]2=[O:21])=[C:7]([C:9]([O:11][CH:12]([CH3:14])[CH3:13])=[O:10])[CH:8]=1)#[N:2].[CH3:31][N:32]([C:37]1[CH:42]=[CH:41][CH:40]=[CH:39][CH:38]=1)[S:33]([NH2:36])(=[O:35])=[O:34]. (4) Given the product [CH2:1]([O:4][C@@H:5]1[C@@H:9]([CH2:10][OH:11])[O:8][C@@H:7]([N:19]2[CH:26]=[C:25]([I:27])[C:23]([NH2:24])=[N:22][C:20]2=[O:21])[CH2:6]1)[CH:2]=[CH2:3], predict the reactants needed to synthesize it. The reactants are: [CH2:1]([O:4][C@@H:5]1[C@@H:9]([CH2:10][O:11][Si](C(C)(C)C)(C)C)[O:8][C@@H:7]([N:19]2[CH:26]=[C:25]([I:27])[C:23]([NH2:24])=[N:22][C:20]2=[O:21])[CH2:6]1)[CH:2]=[CH2:3]. (5) Given the product [CH3:12][O:11][C:4]1[C:5]([O:9][CH3:10])=[CH:6][CH:7]=[CH:8][C:3]=1[C@@H:2]([CH:13]1[CH2:14][CH2:15][NH:16][CH2:17][CH2:18]1)[OH:1], predict the reactants needed to synthesize it. The reactants are: [OH:1][CH:2]([CH:13]1[CH2:18][CH2:17][NH:16][CH2:15][CH2:14]1)[C:3]1[CH:8]=[CH:7][CH:6]=[C:5]([O:9][CH3:10])[C:4]=1[O:11][CH3:12]. (6) The reactants are: [Cl:1][C:2]1[CH:14]=[CH:13][C:5]([CH2:6][NH:7][C:8]([CH:10]2[CH2:12][CH2:11]2)=[O:9])=[CH:4][C:3]=1[C:15]1[NH:19][C:18](=[O:20])[N:17]([C:21]2[CH:26]=[CH:25][C:24]([N+:27]([O-])=O)=[C:23]([O:30][CH3:31])[CH:22]=2)[N:16]=1.Cl. Given the product [NH2:27][C:24]1[CH:25]=[CH:26][C:21]([N:17]2[C:18](=[O:20])[NH:19][C:15]([C:3]3[CH:4]=[C:5]([CH:13]=[CH:14][C:2]=3[Cl:1])[CH2:6][NH:7][C:8]([CH:10]3[CH2:12][CH2:11]3)=[O:9])=[N:16]2)=[CH:22][C:23]=1[O:30][CH3:31], predict the reactants needed to synthesize it. (7) Given the product [Cl:1][C:2]1[CH:3]=[CH:4][C:5]([CH2:8][C:9]([NH:12][C:13]2[CH:18]=[C:17]([C:19]([C:21]3[C:29]4[CH:28]=[N:27][CH:26]=[N:25][C:24]=4[N:23]([C@H:30]4[CH2:35][CH2:34][C@@H:33]([OH:36])[CH2:32][CH2:31]4)[CH:22]=3)=[O:20])[CH:16]=[CH:15][N:14]=2)=[O:11])=[CH:6][CH:7]=1, predict the reactants needed to synthesize it. The reactants are: [Cl:1][C:2]1[CH:7]=[CH:6][C:5]([CH2:8][C:9]([OH:11])=O)=[CH:4][CH:3]=1.[NH2:12][C:13]1[CH:18]=[C:17]([C:19]([C:21]2[C:29]3[CH:28]=[N:27][CH:26]=[N:25][C:24]=3[N:23]([C@H:30]3[CH2:35][CH2:34][C@@H:33]([O:36][Si](C(C)(C)C)(C)C)[CH2:32][CH2:31]3)[CH:22]=2)=[O:20])[CH:16]=[CH:15][N:14]=1.